Dataset: Full USPTO retrosynthesis dataset with 1.9M reactions from patents (1976-2016). Task: Predict the reactants needed to synthesize the given product. (1) Given the product [ClH:1].[CH3:29][S:30]([CH2:33][CH2:34][C:35]1[CH:36]=[CH:37][C:38]([NH:41][C:2]2[N:7]=[C:6]([N:8]([CH3:28])[C:9]3[CH:27]=[CH:26][C:12]4[N:13]([CH3:25])[C:14]([NH:16][CH:17]([C:19]5[CH:24]=[CH:23][CH:22]=[CH:21][CH:20]=5)[CH3:18])=[N:15][C:11]=4[CH:10]=3)[CH:5]=[CH:4][N:3]=2)=[CH:39][CH:40]=1)(=[O:31])=[O:32], predict the reactants needed to synthesize it. The reactants are: [Cl:1][C:2]1[N:7]=[C:6]([N:8]([CH3:28])[C:9]2[CH:27]=[CH:26][C:12]3[N:13]([CH3:25])[C:14]([NH:16][CH:17]([C:19]4[CH:24]=[CH:23][CH:22]=[CH:21][CH:20]=4)[CH3:18])=[N:15][C:11]=3[CH:10]=2)[CH:5]=[CH:4][N:3]=1.[CH3:29][S:30]([CH2:33][CH2:34][C:35]1[CH:40]=[CH:39][C:38]([NH2:41])=[CH:37][CH:36]=1)(=[O:32])=[O:31]. (2) Given the product [NH2:4][CH:5]1[CH2:14][C:13]2[C:8](=[CH:9][CH:10]=[CH:11][CH:12]=2)[N:7]([CH2:19][CH2:18][O:17][CH3:16])[C:6]1=[O:15], predict the reactants needed to synthesize it. The reactants are: [H-].[Na+].Cl.[NH2:4][CH:5]1[CH2:14][C:13]2[C:8](=[CH:9][CH:10]=[CH:11][CH:12]=2)[NH:7][C:6]1=[O:15].[CH3:16][O:17][CH2:18][CH2:19]Br. (3) Given the product [CH2:9]([C:8]1[C:3]([CH2:2][O:32][C:20]2[CH:21]=[CH:22][C:23]([C:25]3[CH:29]=[C:28]([CH3:30])[N:27]([CH3:31])[N:26]=3)=[CH:24][C:19]=2[CH3:18])=[C:4]([N:11]2[C:15](=[O:16])[N:14]([CH3:17])[N:13]=[N:12]2)[CH:5]=[CH:6][CH:7]=1)[CH3:10], predict the reactants needed to synthesize it. The reactants are: Br[CH2:2][C:3]1[C:8]([CH2:9][CH3:10])=[CH:7][CH:6]=[CH:5][C:4]=1[N:11]1[C:15](=[O:16])[N:14]([CH3:17])[N:13]=[N:12]1.[CH3:18][C:19]1[CH:24]=[C:23]([C:25]2[CH:29]=[C:28]([CH3:30])[N:27]([CH3:31])[N:26]=2)[CH:22]=[CH:21][C:20]=1[OH:32].C(=O)([O-])[O-].[K+].[K+]. (4) Given the product [N:19]1([CH2:15][CH2:16][C:17]#[C:18][C:2]2[CH:3]=[C:4]([CH2:8][N:9]3[CH2:14][CH2:13][O:12][CH2:11][CH2:10]3)[CH:5]=[N:6][CH:7]=2)[CH2:24][CH2:23][CH2:22][CH2:21][CH2:20]1, predict the reactants needed to synthesize it. The reactants are: Br[C:2]1[CH:3]=[C:4]([CH2:8][N:9]2[CH2:14][CH2:13][O:12][CH2:11][CH2:10]2)[CH:5]=[N:6][CH:7]=1.[CH2:15]([N:19]1[CH2:24][CH2:23][CH2:22][CH2:21][CH2:20]1)[CH2:16][C:17]#[CH:18]. (5) Given the product [CH:26]1([NH:25][C:24]([C:10]2[CH:11]=[N:12][N:13]([C:14]3[CH:15]=[CH:16][C:17]([C:18]([O:20][CH3:21])=[O:19])=[CH:22][CH:23]=3)[C:9]=2[S:7][CH:4]2[CH2:5][CH2:6][CH2:1][CH2:2][CH2:3]2)=[O:32])[CH2:31][CH2:30][CH2:29][CH2:28][CH2:27]1, predict the reactants needed to synthesize it. The reactants are: [CH2:1]1[CH2:6][CH2:5][CH:4]([SH:7])[CH2:3][CH2:2]1.Cl[C:9]1[N:13]([C:14]2[CH:23]=[CH:22][C:17]([C:18]([O:20][CH3:21])=[O:19])=[CH:16][CH:15]=2)[N:12]=[CH:11][C:10]=1[C:24](=[O:32])[NH:25][CH:26]1[CH2:31][CH2:30][CH2:29][CH2:28][CH2:27]1.C1(NC(C2C=NN(C3C=CC(C(OC)=O)=CC=3)C=2SC2CCCC2)=O)CCCCC1. (6) Given the product [C:28]([C:26]1[N:27]=[C:23]([N:21]2[CH2:22][CH:19]([OH:18])[CH2:20]2)[O:24][CH:25]=1)(=[O:30])[NH2:29], predict the reactants needed to synthesize it. The reactants are: [Si]([O:18][CH:19]1[CH2:22][N:21]([C:23]2[O:24][CH:25]=[C:26]([C:28](=[O:30])[NH2:29])[N:27]=2)[CH2:20]1)(C(C)(C)C)(C1C=CC=CC=1)C1C=CC=CC=1.[F-].C([N+](CCCC)(CCCC)CCCC)CCC.